From a dataset of Reaction yield outcomes from USPTO patents with 853,638 reactions. Predict the reaction yield, written as a fraction of the theoretical maximum amount of product (1.0 means a 100% yield; for example, 0.34 means a 34% yield). (1) The reactants are [CH3:1][C:2]1([CH3:14])[CH2:7][CH2:6][C:5](=[CH:8][C:9]([O:11][CH2:12][CH3:13])=[O:10])[CH2:4][CH2:3]1.[H][H]. The catalyst is CCO.[Pd]. The product is [CH3:1][C:2]1([CH3:14])[CH2:3][CH2:4][CH:5]([CH2:8][C:9]([O:11][CH2:12][CH3:13])=[O:10])[CH2:6][CH2:7]1. The yield is 0.960. (2) The reactants are [F:1][C:2]1[CH:3]=[CH:4][C:5]([NH:8][NH:9][C:10]([N:12]2[CH2:19][CH2:18][CH2:17][CH2:16][C:13]32[CH2:15][CH2:14]3)=O)=[N:6][CH:7]=1.C1(P(C2C=CC=CC=2)C2C=CC=CC=2)C=CC=CC=1.C(N(CC)CC)C.ClC(Cl)(Cl)C(Cl)(Cl)Cl. The catalyst is O1CCOCC1. The product is [CH2:15]1[C:13]2([CH2:16][CH2:17][CH2:18][CH2:19][N:12]2[C:10]2[N:6]3[CH:7]=[C:2]([F:1])[CH:3]=[CH:4][C:5]3=[N:8][N:9]=2)[CH2:14]1. The yield is 0.820. (3) The reactants are [Cl-].[C:2]([C:5]1[CH:24]=[CH:23][C:8]([CH2:9][N:10]([CH2:15][CH2:16][NH+:17]2[CH2:22][CH2:21][O:20][CH2:19][CH2:18]2)[S:11]([CH3:14])(=[O:13])=[O:12])=[CH:7][CH:6]=1)([OH:4])=[O:3].[Cl:25][C:26]1[CH:27]=[N+:28]([O-:51])[CH:29]=[C:30]([Cl:50])[C:31]=1[CH2:32][C@@H:33]([C:35]1[CH:40]=[CH:39][C:38]([O:41][CH:42]([F:44])[F:43])=[C:37]([O:45][CH2:46][CH:47]2[CH2:49][CH2:48]2)[CH:36]=1)O.C(Cl)CCl.C(O)C. The catalyst is C(Cl)Cl.CN(C1C=CN=CC=1)C. The product is [Cl:25][C:26]1[CH:27]=[N+:28]([O-:51])[CH:29]=[C:30]([Cl:50])[C:31]=1[CH2:32][C@@H:33]([C:35]1[CH:40]=[CH:39][C:38]([O:41][CH:42]([F:44])[F:43])=[C:37]([O:45][CH2:46][CH:47]2[CH2:49][CH2:48]2)[CH:36]=1)[O:3][C:2](=[O:4])[C:5]1[CH:6]=[CH:7][C:8]([CH2:9][N:10]([CH2:15][CH2:16][N:17]2[CH2:22][CH2:21][O:20][CH2:19][CH2:18]2)[S:11]([CH3:14])(=[O:12])=[O:13])=[CH:23][CH:24]=1. The yield is 0.560. (4) The reactants are [Cl-].[F:2][C:3]([F:29])([F:28])[C:4]1[CH:5]=[C:6]([CH:21]=[C:22]([C:24]([F:27])([F:26])[F:25])[CH:23]=1)[CH2:7][N+:8]1[C:12]2[CH:13]=[CH:14][CH:15]=[CH:16][C:11]=2[N:10]2[C:17]([CH3:20])=[CH:18][S:19][C:9]=12.[CH3:30][O-:31].[Na+]. The catalyst is CO. The product is [F:26][C:24]([F:25])([F:27])[C:22]1[CH:21]=[C:6]([CH:5]=[C:4]([C:3]([F:29])([F:28])[F:2])[CH:23]=1)[CH2:7][N:8]1[C:12]2[CH:13]=[CH:14][CH:15]=[CH:16][C:11]=2[N:10](/[C:17](/[CH3:20])=[CH:18]\[S:19][CH3:9])[C:30]1=[O:31]. The yield is 0.770.